Dataset: Catalyst prediction with 721,799 reactions and 888 catalyst types from USPTO. Task: Predict which catalyst facilitates the given reaction. (1) Reactant: Cl[C:2]1[N:7]=[C:6]([NH:8][C:9]2[CH:14]=[CH:13][C:12]([O:15][CH2:16][C:17]#[CH:18])=[CH:11][CH:10]=2)[C:5]([F:19])=[CH:4][N:3]=1.[NH2:20][S:21]([C:24]1[CH:25]=[C:26]([CH:28]=[CH:29][C:30]=1[CH3:31])[NH2:27])(=[O:23])=[O:22].FC(F)(F)C(O)=O.CC(O)C. Product: [NH2:20][S:21]([C:24]1[CH:25]=[C:26]([NH:27][C:2]2[N:7]=[C:6]([NH:8][C:9]3[CH:14]=[CH:13][C:12]([O:15][CH2:16][C:17]#[CH:18])=[CH:11][CH:10]=3)[C:5]([F:19])=[CH:4][N:3]=2)[CH:28]=[CH:29][C:30]=1[CH3:31])(=[O:22])=[O:23]. The catalyst class is: 33. (2) Reactant: [Cl:1][C:2]([Cl:7])([Cl:6])[C:3](Cl)=[O:4].[CH2:8]([O:10]/[CH:11]=[CH:12]/[CH3:13])[CH3:9].N1C=CC=CC=1. Product: [Cl:1][C:2]([Cl:7])([Cl:6])[C:3](=[O:4])/[C:12](/[CH3:13])=[CH:11]/[O:10][CH2:8][CH3:9]. The catalyst class is: 4. (3) Reactant: CS(O[CH:6]([CH2:23][NH:24][S:25]([C:28]1[CH:33]=[CH:32][C:31]([O:34][C:35]([F:38])([F:37])[F:36])=[CH:30][CH:29]=1)(=[O:27])=[O:26])[CH2:7][N:8]1[C:14]2[CH:15]=[CH:16][CH:17]=[CH:18][C:13]=2[CH2:12][CH2:11][C:10]2[CH:19]=[CH:20][CH:21]=[CH:22][C:9]1=2)(=O)=O.[C-:39]#[N:40].[Na+]. Product: [C:39]([CH:6]([CH2:7][N:8]1[C:14]2[CH:15]=[CH:16][CH:17]=[CH:18][C:13]=2[CH2:12][CH2:11][C:10]2[CH:19]=[CH:20][CH:21]=[CH:22][C:9]1=2)[CH2:23][NH:24][S:25]([C:28]1[CH:29]=[CH:30][C:31]([O:34][C:35]([F:38])([F:37])[F:36])=[CH:32][CH:33]=1)(=[O:26])=[O:27])#[N:40]. The catalyst class is: 3.